Dataset: Full USPTO retrosynthesis dataset with 1.9M reactions from patents (1976-2016). Task: Predict the reactants needed to synthesize the given product. (1) The reactants are: [CH3:1][O:2][CH2:3][C:4]1[CH:5]=[C:6](O)[C:7]2[C:8]([N:23]=1)=[N:9][C:10]([C:13]1[C:18]([C:19]([F:22])([F:21])[F:20])=[CH:17][CH:16]=[CH:15][N:14]=1)=[CH:11][N:12]=2.O=P(Cl)(Cl)[Cl:27].N1C(C)=CC=CC=1C. Given the product [Cl:27][C:6]1[C:7]2[C:8](=[N:9][C:10]([C:13]3[C:18]([C:19]([F:22])([F:21])[F:20])=[CH:17][CH:16]=[CH:15][N:14]=3)=[CH:11][N:12]=2)[N:23]=[C:4]([CH2:3][O:2][CH3:1])[CH:5]=1, predict the reactants needed to synthesize it. (2) Given the product [F:23][C:21]([F:24])([F:22])[O:20][C:17]1[CH:18]=[CH:19][C:14]([C:10]2[O:11][N:12]=[C:13]3[C:5]4[CH:4]=[CH:3][C:2]([CH:26]=[CH2:27])=[CH:25][C:6]=4[CH2:7][CH2:8][C:9]=23)=[CH:15][CH:16]=1, predict the reactants needed to synthesize it. The reactants are: Br[C:2]1[CH:3]=[CH:4][C:5]2[C:13]3[C:9](=[C:10]([C:14]4[CH:19]=[CH:18][C:17]([O:20][C:21]([F:24])([F:23])[F:22])=[CH:16][CH:15]=4)[O:11][N:12]=3)[CH2:8][CH2:7][C:6]=2[CH:25]=1.[CH2:26]([Sn](CCCC)(CCCC)C=C)[CH2:27]CC. (3) Given the product [Cl:1][C:2]1[CH:7]=[CH:6][C:5]([C@@:8]2([CH3:38])[C@:12]([C:14]3[CH:19]=[CH:18][C:17]([Cl:20])=[CH:16][CH:15]=3)([CH3:13])[N:11]([C:21]([N:72]3[CH2:73][CH2:74][N:75]([CH2:78][CH2:79][CH2:80][S:81]([CH2:84][CH3:85])(=[O:82])=[O:83])[CH2:76][CH2:77]3)=[O:22])[C:10]([C:24]3[CH:29]=[CH:28][C:27]([C:30]([CH3:31])([CH3:32])[C:33]#[N:34])=[CH:26][C:25]=3[O:35][CH2:36][CH3:37])=[N:9]2)=[CH:4][CH:3]=1, predict the reactants needed to synthesize it. The reactants are: [Cl:1][C:2]1[CH:7]=[CH:6][C:5]([C@@:8]2([CH3:38])[C@:12]([C:14]3[CH:19]=[CH:18][C:17]([Cl:20])=[CH:16][CH:15]=3)([CH3:13])[N:11]([C:21](Cl)=[O:22])[C:10]([C:24]3[CH:29]=[CH:28][C:27]([C:30]([C:33]#[N:34])([CH3:32])[CH3:31])=[CH:26][C:25]=3[O:35][CH2:36][CH3:37])=[N:9]2)=[CH:4][CH:3]=1.C(C1C=CC(C2N(C([N:72]3[CH2:77][CH2:76][N:75]([CH2:78][CH2:79][CH2:80][S:81]([CH2:84][CH3:85])(=[O:83])=[O:82])[CH2:74][CH2:73]3)=O)[C@@](C3C=CC(Cl)=CC=3)(C)[C@@](C3C=CC(Cl)=CC=3)(C)N=2)=C(OCC)C=1)(C)(C)C.